This data is from Forward reaction prediction with 1.9M reactions from USPTO patents (1976-2016). The task is: Predict the product of the given reaction. (1) Given the reactants [CH2:1]([N:8]1[CH2:12][CH2:11][N:10]([C@@H:13]([C:55]([CH3:58])([CH3:57])[CH3:56])[C:14]([NH:16][C@@H:17]([CH2:48][C:49]2[CH:54]=[CH:53][CH:52]=[CH:51][CH:50]=2)[C@@H:18]([OH:47])[CH2:19][C@@H:20]([NH:34][C:35]([C@@H:37]([NH:42][C:43](=[O:46])[O:44][CH3:45])[C:38]([CH3:41])([CH3:40])[CH3:39])=[O:36])[CH2:21][C:22]2[CH:27]=[CH:26][C:25]([C:28]3[CH:33]=[CH:32][CH:31]=[CH:30][N:29]=3)=[CH:24][CH:23]=2)=[O:15])[C:9]1=[O:59])[C:2]1[CH:7]=[CH:6][CH:5]=[CH:4][CH:3]=1.[CH2:60]([S:62][CH2:63][CH3:64])[CH3:61].C(OOC(=O)C1C=CC=CC=1)(=O)C1C=CC=CC=1, predict the reaction product. The product is: [CH2:1]([N:8]1[CH2:12][CH2:11][N:10]([C@@H:13]([C:55]([CH3:58])([CH3:57])[CH3:56])[C:14]([NH:16][C@@H:17]([CH2:48][C:49]2[CH:54]=[CH:53][CH:52]=[CH:51][CH:50]=2)[C@@H:18]([O:47][CH:60]([S:62][CH2:63][CH3:64])[CH3:61])[CH2:19][C@@H:20]([NH:34][C:35](=[O:36])[C@H:37]([C:38]([CH3:41])([CH3:40])[CH3:39])[NH:42][C:43]([O:44][CH3:45])=[O:46])[CH2:21][C:22]2[CH:27]=[CH:26][C:25]([C:28]3[CH:33]=[CH:32][CH:31]=[CH:30][N:29]=3)=[CH:24][CH:23]=2)=[O:15])[C:9]1=[O:59])[C:2]1[CH:3]=[CH:4][CH:5]=[CH:6][CH:7]=1. (2) Given the reactants [H-].[Na+].[Cl:3][C:4]1[CH:5]=[C:6]([CH2:25][C:26]([O:28][CH2:29][CH3:30])=[O:27])[CH:7]=[C:8]([C:15]2[CH:20]=[CH:19][C:18]([C:21]([F:24])([F:23])[F:22])=[CH:17][CH:16]=2)[C:9]=1[O:10][CH2:11][CH:12]1[CH2:14][CH2:13]1.[CH:31]1([CH2:34]Br)[CH2:33][CH2:32]1, predict the reaction product. The product is: [Cl:3][C:4]1[CH:5]=[C:6]([CH:25]([CH2:34][CH:31]2[CH2:33][CH2:32]2)[C:26]([O:28][CH2:29][CH3:30])=[O:27])[CH:7]=[C:8]([C:15]2[CH:16]=[CH:17][C:18]([C:21]([F:24])([F:22])[F:23])=[CH:19][CH:20]=2)[C:9]=1[O:10][CH2:11][CH:12]1[CH2:13][CH2:14]1. (3) Given the reactants C[Si]([N-][Si](C)(C)C)(C)C.[K+].[CH3:11][O:12][C:13]([C:15]1[N:16]([CH:20]([C:26]([O:28][C:29]([CH3:32])([CH3:31])[CH3:30])=[O:27])[CH2:21][CH2:22][CH:23]([CH3:25])[CH3:24])[CH:17]=[CH:18][CH:19]=1)=[O:14].I[CH3:34], predict the reaction product. The product is: [CH3:11][O:12][C:13]([C:15]1[N:16]([C:20]([C:26]([O:28][C:29]([CH3:30])([CH3:32])[CH3:31])=[O:27])([CH3:34])[CH2:21][CH2:22][CH:23]([CH3:24])[CH3:25])[CH:17]=[CH:18][CH:19]=1)=[O:14]. (4) Given the reactants [F:1][C:2]1[CH:7]=[CH:6][N:5]=[C:4]2[NH:8][C:9]([CH3:11])=[CH:10][C:3]=12.[H-].[Na+].Cl[Si:15]([CH:22]([CH3:24])[CH3:23])([CH:19]([CH3:21])[CH3:20])[CH:16]([CH3:18])[CH3:17].[Cl-].[NH4+], predict the reaction product. The product is: [F:1][C:2]1[CH:7]=[CH:6][N:5]=[C:4]2[N:8]([Si:15]([CH:22]([CH3:24])[CH3:23])([CH:19]([CH3:21])[CH3:20])[CH:16]([CH3:18])[CH3:17])[C:9]([CH3:11])=[CH:10][C:3]=12.